From a dataset of Full USPTO retrosynthesis dataset with 1.9M reactions from patents (1976-2016). Predict the reactants needed to synthesize the given product. Given the product [NH2:1][CH2:2][CH:3]([OH:6])[CH2:4][NH:5][S:22]([C:16]1[CH:17]=[CH:18][C:19]([Cl:21])=[CH:20][C:15]=1[Cl:14])(=[O:24])=[O:23], predict the reactants needed to synthesize it. The reactants are: [NH2:1][CH2:2][CH:3]([OH:6])[CH2:4][NH2:5].C(N(CC)CC)C.[Cl:14][C:15]1[CH:20]=[C:19]([Cl:21])[CH:18]=[CH:17][C:16]=1[S:22](Cl)(=[O:24])=[O:23].